This data is from Aqueous solubility values for 9,982 compounds from the AqSolDB database. The task is: Regression/Classification. Given a drug SMILES string, predict its absorption, distribution, metabolism, or excretion properties. Task type varies by dataset: regression for continuous measurements (e.g., permeability, clearance, half-life) or binary classification for categorical outcomes (e.g., BBB penetration, CYP inhibition). For this dataset (solubility_aqsoldb), we predict Y. The drug is O=S(=O)(c1ccccc1)N1CCCCC1. The Y is -2.54 log mol/L.